Task: Predict which catalyst facilitates the given reaction.. Dataset: Catalyst prediction with 721,799 reactions and 888 catalyst types from USPTO (1) Reactant: [C:1]([O:5][C:6](=[O:18])[C:7]([S:10][C:11]1[S:12][CH:13]=[C:14]([CH2:16][OH:17])[N:15]=1)([CH3:9])[CH3:8])([CH3:4])([CH3:3])[CH3:2].[Br:19][C:20]1[CH:27]=[CH:26][C:23]([CH2:24]Br)=[CH:22][CH:21]=1.CC(C)([O-])C.[K+].O. Product: [C:1]([O:5][C:6](=[O:18])[C:7]([S:10][C:11]1[S:12][CH:13]=[C:14]([CH2:16][O:17][CH2:24][C:23]2[CH:26]=[CH:27][C:20]([Br:19])=[CH:21][CH:22]=2)[N:15]=1)([CH3:9])[CH3:8])([CH3:2])([CH3:3])[CH3:4]. The catalyst class is: 9. (2) Reactant: [Br:1][C:2]1[CH:10]=[C:9]2[C:5]([C:6]([C:19]([NH:21][C:22]3[CH:23]=[N:24][N:25]([CH:27]([C:32]4[CH:37]=[CH:36][CH:35]=[CH:34][CH:33]=4)[C:28](OC)=[O:29])[CH:26]=3)=[O:20])=[N:7][N:8]2[CH2:11][O:12][CH2:13][CH2:14][Si:15]([CH3:18])([CH3:17])[CH3:16])=[CH:4][CH:3]=1.[H-].[Al+3].[Li+].[H-].[H-].[H-]. Product: [Br:1][C:2]1[CH:10]=[C:9]2[C:5]([C:6]([C:19]([NH:21][C:22]3[CH:23]=[N:24][N:25]([CH:27]([C:32]4[CH:33]=[CH:34][CH:35]=[CH:36][CH:37]=4)[CH2:28][OH:29])[CH:26]=3)=[O:20])=[N:7][N:8]2[CH2:11][O:12][CH2:13][CH2:14][Si:15]([CH3:18])([CH3:16])[CH3:17])=[CH:4][CH:3]=1. The catalyst class is: 1. (3) Reactant: [CH:1]1([NH:4][C:5]([C:7]2[CH:8]=[C:9]([CH:14]=[CH:15][N:16]=2)[C:10](OC)=[O:11])=[O:6])[CH2:3][CH2:2]1.[BH4-].[Na+]. Product: [CH:1]1([NH:4][C:5]([C:7]2[CH:8]=[C:9]([CH2:10][OH:11])[CH:14]=[CH:15][N:16]=2)=[O:6])[CH2:3][CH2:2]1. The catalyst class is: 5. (4) Reactant: [Cl:1][C:2]1[CH:24]=[CH:23][C:5]([CH2:6][N:7]2[C:11]([CH2:12][CH2:13][C:14](OCC)=[O:15])=[CH:10][C:9]([O:19][CH:20]([CH3:22])[CH3:21])=[N:8]2)=[C:4]([CH3:25])[CH:3]=1.[H-].C([Al+]CC(C)C)C(C)C.CO.[C@H](O)(C([O-])=O)[C@@H](O)C([O-])=O.[Na+].[K+]. Product: [Cl:1][C:2]1[CH:24]=[CH:23][C:5]([CH2:6][N:7]2[C:11]([CH2:12][CH2:13][CH2:14][OH:15])=[CH:10][C:9]([O:19][CH:20]([CH3:21])[CH3:22])=[N:8]2)=[C:4]([CH3:25])[CH:3]=1. The catalyst class is: 207. (5) Reactant: [I:1][C:2]1[C:10]2[C:5](=[N:6][CH:7]=[C:8]([C:11]3[CH:12]=[C:13]([C:17]([N:19]4[CH2:24][CH2:23][O:22][CH2:21][CH2:20]4)=[O:18])[CH:14]=[CH:15][CH:16]=3)[CH:9]=2)[NH:4][CH:3]=1.[C:25]1([CH3:35])[CH:30]=[CH:29][C:28]([S:31](Cl)(=[O:33])=[O:32])=[CH:27][CH:26]=1.[OH-].[K+].[OH-].C([N+](CCCC)(CCCC)CCCC)CCC. Product: [I:1][C:2]1[C:10]2[C:5](=[N:6][CH:7]=[C:8]([C:11]3[CH:12]=[C:13]([C:17]([N:19]4[CH2:20][CH2:21][O:22][CH2:23][CH2:24]4)=[O:18])[CH:14]=[CH:15][CH:16]=3)[CH:9]=2)[N:4]([S:31]([C:28]2[CH:29]=[CH:30][C:25]([CH3:35])=[CH:26][CH:27]=2)(=[O:33])=[O:32])[CH:3]=1. The catalyst class is: 93. (6) Reactant: Br[C:2]1[CH:7]=[CH:6][C:5]([C@@H:8]([N:10]2[CH2:15][CH2:14][C@:13]([CH2:22][C:23]([OH:26])([CH3:25])[CH3:24])([C:16]3[CH:21]=[CH:20][CH:19]=[CH:18][CH:17]=3)[CH2:12][C:11]2=[O:27])[CH3:9])=[CH:4][CH:3]=1.[CH3:28][C:29]1([CH3:45])[C:33]([CH3:35])([CH3:34])[O:32][B:31]([B:31]2[O:32][C:33]([CH3:35])([CH3:34])[C:29]([CH3:45])([CH3:28])[O:30]2)[O:30]1.CC([O-])=O.[K+]. Product: [OH:26][C:23]([CH3:25])([CH3:24])[CH2:22][C@:13]1([C:16]2[CH:21]=[CH:20][CH:19]=[CH:18][CH:17]=2)[CH2:14][CH2:15][N:10]([C@H:8]([C:5]2[CH:6]=[CH:7][C:2]([B:31]3[O:32][C:33]([CH3:35])([CH3:34])[C:29]([CH3:45])([CH3:28])[O:30]3)=[CH:3][CH:4]=2)[CH3:9])[C:11](=[O:27])[CH2:12]1. The catalyst class is: 418.